Regression. Given a peptide amino acid sequence and an MHC pseudo amino acid sequence, predict their binding affinity value. This is MHC class II binding data. From a dataset of Peptide-MHC class II binding affinity with 134,281 pairs from IEDB. (1) The peptide sequence is AYQQGVTVDSIG. The MHC is DRB1_0701 with pseudo-sequence DRB1_0701. The binding affinity (normalized) is 0.269. (2) The peptide sequence is PELQNFLNFLEANGL. The MHC is DRB1_0101 with pseudo-sequence DRB1_0101. The binding affinity (normalized) is 0.671. (3) The peptide sequence is TPAAPAGAEPAGKAT. The MHC is DRB1_0401 with pseudo-sequence DRB1_0401. The binding affinity (normalized) is 0.0311. (4) The peptide sequence is PTSLLISWGHYPLHL. The MHC is HLA-DQA10501-DQB10201 with pseudo-sequence HLA-DQA10501-DQB10201. The binding affinity (normalized) is 0.299. (5) The peptide sequence is EKKYFAATQFEPLAQ. The MHC is HLA-DPA10301-DPB10402 with pseudo-sequence HLA-DPA10301-DPB10402. The binding affinity (normalized) is 0.909. (6) The peptide sequence is EPQGSTYAASSATSVD. The MHC is DRB1_1302 with pseudo-sequence DRB1_1302. The binding affinity (normalized) is 0. (7) The peptide sequence is FYADDTAGWDTRITE. The MHC is DRB3_0301 with pseudo-sequence DRB3_0301. The binding affinity (normalized) is 0.231. (8) The peptide sequence is TAKLRWFHERGYVKL. The MHC is HLA-DQA10103-DQB10603 with pseudo-sequence HLA-DQA10103-DQB10603. The binding affinity (normalized) is 0.